Dataset: Forward reaction prediction with 1.9M reactions from USPTO patents (1976-2016). Task: Predict the product of the given reaction. (1) Given the reactants [O:1]=[C:2]1[NH:7][N:6]=[C:5]([C:8]2[CH:9]=[C:10]([CH:13]=[CH:14][CH:15]=2)[C:11]#[N:12])[CH:4]=[CH:3]1.C1(P(C2C=CC=CC=2)C2C=CC=CC=2)C=CC=CC=1.[CH3:35][N:36]1[CH2:41][CH2:40][CH:39]([CH2:42][O:43][C:44]2[CH:45]=[N:46][C:47]([C:50]3[CH:51]=[C:52]([CH2:56]O)[CH:53]=[CH:54][CH:55]=3)=[N:48][CH:49]=2)[CH2:38][CH2:37]1.N(C(OC(C)C)=O)=NC(OC(C)C)=O, predict the reaction product. The product is: [CH3:35][N:36]1[CH2:41][CH2:40][CH:39]([CH2:42][O:43][C:44]2[CH:45]=[N:46][C:47]([C:50]3[CH:51]=[C:52]([CH:53]=[CH:54][CH:55]=3)[CH2:56][N:7]3[C:2](=[O:1])[CH:3]=[CH:4][C:5]([C:8]4[CH:9]=[C:10]([CH:13]=[CH:14][CH:15]=4)[C:11]#[N:12])=[N:6]3)=[N:48][CH:49]=2)[CH2:38][CH2:37]1. (2) Given the reactants [C:1]([O:5][C:6]([N:8]1[CH2:12][C@H:11]([O:13][C:14]2[C:23]3[C:18](=[CH:19][C:20]([O:24][CH3:25])=[CH:21][CH:22]=3)[N:17]=[C:16]([N:26]3[CH:30]=[CH:29][CH:28]=[N:27]3)[CH:15]=2)[CH2:10][C@H:9]1[C:31](O)=[O:32])=[O:7])([CH3:4])([CH3:3])[CH3:2].F[P-](F)(F)(F)(F)F.N1(OC(N(C)C)=[N+](C)C)C2N=CC=CC=2N=N1.C(N(C(C)C)CC)(C)C.[NH2:67][C@@H:68]([CH2:77][CH2:78][CH3:79])[C@H:69]([OH:76])[C:70]([NH:72][CH:73]1[CH2:75][CH2:74]1)=[O:71], predict the reaction product. The product is: [CH:73]1([NH:72][C:70](=[O:71])[C@@H:69]([OH:76])[C@@H:68]([NH:67][C:31]([C@@H:9]2[CH2:10][C@@H:11]([O:13][C:14]3[C:23]4[C:18](=[CH:19][C:20]([O:24][CH3:25])=[CH:21][CH:22]=4)[N:17]=[C:16]([N:26]4[CH:30]=[CH:29][CH:28]=[N:27]4)[CH:15]=3)[CH2:12][N:8]2[C:6]([O:5][C:1]([CH3:4])([CH3:3])[CH3:2])=[O:7])=[O:32])[CH2:77][CH2:78][CH3:79])[CH2:74][CH2:75]1. (3) Given the reactants [Cl:1][C:2]1[CH:3]=[C:4]([S:8]([NH:11][C:12]2[C:17]([C:18]([O:20][CH2:21][CH3:22])=[O:19])=[C:16]([CH3:23])[N:15]=[C:14]3[S:24][C:25]([C:27]4[CH:28]=[N:29][NH:30][CH:31]=4)=[CH:26][C:13]=23)(=[O:10])=[O:9])[CH:5]=[CH:6][CH:7]=1.[Br:32]Br, predict the reaction product. The product is: [Br:32][C:26]1[C:13]2[C:14](=[N:15][C:16]([CH3:23])=[C:17]([C:18]([O:20][CH2:21][CH3:22])=[O:19])[C:12]=2[NH:11][S:8]([C:4]2[CH:5]=[CH:6][CH:7]=[C:2]([Cl:1])[CH:3]=2)(=[O:9])=[O:10])[S:24][C:25]=1[C:27]1[CH:28]=[N:29][NH:30][CH:31]=1. (4) Given the reactants [F:1][CH:2]([F:15])[O:3][C:4]1[CH:5]=[C:6]([CH2:12][CH2:13][NH2:14])[CH:7]=[CH:8][C:9]=1[O:10][CH3:11].[CH:16]1([CH:19]=O)[CH2:18][CH2:17]1, predict the reaction product. The product is: [CH:16]1([CH2:19][NH:14][CH2:13][CH2:12][C:6]2[CH:7]=[CH:8][C:9]([O:10][CH3:11])=[C:4]([O:3][CH:2]([F:15])[F:1])[CH:5]=2)[CH2:18][CH2:17]1. (5) Given the reactants C([N:4](O)[C:5]([C:7]1[CH:44]=[CH:43][C:10]([O:11][C:12]2[C:17]([NH:18][S:19]([C:22]3[CH:27]=[CH:26][C:25](F)=[CH:24][CH:23]=3)(=[O:21])=[O:20])=[CH:16][CH:15]=[C:14]([O:29][C:30]3[CH:35]=[CH:34][C:33]([C:36](=[NH:42])[N:37](O)C(=O)C)=[CH:32][CH:31]=3)[N:13]=2)=[CH:9][CH:8]=1)=[NH:6])(=O)C, predict the reaction product. The product is: [C:5]([C:7]1[CH:44]=[CH:43][C:10]([O:11][C:12]2[C:17]([NH:18][S:19]([C:22]3[CH:27]=[CH:26][C:25]4[C:24](=[CH:5][CH:7]=[CH:8][CH:9]=4)[CH:23]=3)(=[O:21])=[O:20])=[CH:16][CH:15]=[C:14]([O:29][C:30]3[CH:35]=[CH:34][C:33]([C:36](=[NH:42])[NH2:37])=[CH:32][CH:31]=3)[N:13]=2)=[CH:9][CH:8]=1)(=[NH:6])[NH2:4]. (6) The product is: [C:8]([O:11][CH2:12][CH2:13][CH2:14][C:15]1[CH:16]=[C:17]2[C:21](=[CH:22][CH:23]=1)[NH:20][CH:19]=[C:18]2[C:31](=[O:32])[CH:42]([C:43]1[CH:48]=[N:47][C:46]([O:49][CH3:50])=[CH:45][N:44]=1)[NH:41][C:37]1[CH:38]=[N:39][CH:40]=[C:35]([O:34][CH3:33])[CH:36]=1)(=[O:10])[CH3:9]. Given the reactants C(N(CC)CC)C.[C:8]([O:11][CH2:12][CH2:13][CH2:14][C:15]1[CH:16]=[C:17]2[C:21](=[CH:22][CH:23]=1)[N:20](C(OC(C)(C)C)=O)[CH:19]=[C:18]2[CH:31]=[O:32])(=[O:10])[CH3:9].[CH3:33][O:34][C:35]1[CH:36]=[C:37]([N:41]=[CH:42][C:43]2[CH:48]=[N:47][C:46]([O:49][CH3:50])=[CH:45][N:44]=2)[CH:38]=[N:39][CH:40]=1, predict the reaction product. (7) Given the reactants [H-].[Al+3].[Li+].[H-].[H-].[H-].[CH3:7][O:8][C:9]1[CH:10]=[CH:11][C:12]2[CH2:18][CH2:17][CH2:16][NH:15][C:14](=O)[C:13]=2[CH:20]=1.[OH-].[Na+], predict the reaction product. The product is: [CH3:7][O:8][C:9]1[CH:10]=[CH:11][C:12]2[CH2:18][CH2:17][CH2:16][NH:15][CH2:14][C:13]=2[CH:20]=1. (8) Given the reactants C(O)C.[CH2:4]([N:6]([CH2:44][CH3:45])[C:7]([CH:9]([C:38]1[CH:43]=[CH:42][CH:41]=[CH:40][CH:39]=1)[N:10]1[CH2:15][CH2:14][N:13]([C:16]2[CH:21]=[CH:20][C:19]([NH:22][C:23](=[O:36])[C:24]3[CH:29]=[CH:28][CH:27]=[CH:26][C:25]=3[C:30]3[CH:31]=[N:32][CH:33]=[CH:34][CH:35]=3)=[CH:18][C:17]=2[F:37])[CH2:12][CH2:11]1)=[O:8])[CH3:5].[C:46]([OH:53])(=[O:52])/[CH:47]=[CH:48]\[C:49]([OH:51])=[O:50], predict the reaction product. The product is: [C:46]([OH:53])(=[O:52])/[CH:47]=[CH:48]\[C:49]([OH:51])=[O:50].[CH2:44]([N:6]([CH2:4][CH3:5])[C:7]([CH:9]([C:38]1[CH:43]=[CH:42][CH:41]=[CH:40][CH:39]=1)[N:10]1[CH2:11][CH2:12][N:13]([C:16]2[CH:21]=[CH:20][C:19]([NH:22][C:23](=[O:36])[C:24]3[CH:29]=[CH:28][CH:27]=[CH:26][C:25]=3[C:30]3[CH:31]=[N:32][CH:33]=[CH:34][CH:35]=3)=[CH:18][C:17]=2[F:37])[CH2:14][CH2:15]1)=[O:8])[CH3:45]. (9) Given the reactants [Cl:1][C:2]1[CH:16]=[CH:15][C:5]([CH2:6][NH:7][C@H:8]([C:12]([OH:14])=[O:13])[CH:9]([CH3:11])[CH3:10])=[CH:4][CH:3]=1.[C:17](Cl)(=[O:22])[CH2:18][CH2:19][CH2:20][CH3:21].CC1NC=CN=1, predict the reaction product. The product is: [Cl:1][C:2]1[CH:16]=[CH:15][C:5]([CH2:6][N:7]([C:17](=[O:22])[CH2:18][CH2:19][CH2:20][CH3:21])[C@H:8]([C:12]([OH:14])=[O:13])[CH:9]([CH3:11])[CH3:10])=[CH:4][CH:3]=1.